Dataset: NCI-60 drug combinations with 297,098 pairs across 59 cell lines. Task: Regression. Given two drug SMILES strings and cell line genomic features, predict the synergy score measuring deviation from expected non-interaction effect. (1) Drug 1: C1CC2CC3=C(CC1C24CN(S(=O)(=O)N4)CC(F)(F)F)C=CC(=C3)C=CCN5CCC(CC5)C(F)(F)F. Drug 2: CN1C=C(C=N1)C2=C3N=C(C(=C(N3N=C2)N)Br)C4CCCNC4. Cell line: SW-620. Synergy scores: CSS=4.02, Synergy_ZIP=0.278, Synergy_Bliss=1.16, Synergy_Loewe=0.741, Synergy_HSA=1.44. (2) Drug 1: CCC1=C2CN3C(=CC4=C(C3=O)COC(=O)C4(CC)O)C2=NC5=C1C=C(C=C5)O. Drug 2: C1CN(P(=O)(OC1)NCCCl)CCCl. Cell line: HCT116. Synergy scores: CSS=42.1, Synergy_ZIP=-0.778, Synergy_Bliss=1.38, Synergy_Loewe=-18.7, Synergy_HSA=1.84. (3) Drug 1: CCC1(CC2CC(C3=C(CCN(C2)C1)C4=CC=CC=C4N3)(C5=C(C=C6C(=C5)C78CCN9C7C(C=CC9)(C(C(C8N6C)(C(=O)OC)O)OC(=O)C)CC)OC)C(=O)OC)O.OS(=O)(=O)O. Drug 2: C#CCC(CC1=CN=C2C(=N1)C(=NC(=N2)N)N)C3=CC=C(C=C3)C(=O)NC(CCC(=O)O)C(=O)O. Cell line: LOX IMVI. Synergy scores: CSS=19.5, Synergy_ZIP=-6.46, Synergy_Bliss=-4.95, Synergy_Loewe=-22.6, Synergy_HSA=-4.06. (4) Drug 1: CC1C(C(CC(O1)OC2CC(CC3=C2C(=C4C(=C3O)C(=O)C5=C(C4=O)C(=CC=C5)OC)O)(C(=O)C)O)N)O.Cl. Drug 2: CN(C)C1=NC(=NC(=N1)N(C)C)N(C)C. Cell line: MDA-MB-231. Synergy scores: CSS=14.7, Synergy_ZIP=-1.94, Synergy_Bliss=7.55, Synergy_Loewe=-16.0, Synergy_HSA=4.17.